The task is: Predict which catalyst facilitates the given reaction.. This data is from Catalyst prediction with 721,799 reactions and 888 catalyst types from USPTO. (1) Reactant: [CH2:1]([C@:8]12[CH2:18][CH2:17][C:16](=[O:19])[CH2:15][C@@H:14]1[CH2:13][CH2:12][CH2:11][C:10]1[CH:20]=[C:21]([O:24]S(C(F)(F)F)(=O)=O)[CH:22]=[CH:23][C:9]2=1)[C:2]1[CH:7]=[CH:6][CH:5]=[CH:4][CH:3]=1.[CH2:32]([C@@:39]12[CH2:49][CH2:48][C:47](=[O:50])[CH2:46][C@H:45]1[CH2:44][CH2:43][CH2:42][C:41]1[CH:51]=[C:52]([O:55]S(C(F)(F)F)(=O)=O)[CH:53]=[CH:54][C:40]2=1)[C:33]1[CH:38]=[CH:37][CH:36]=[CH:35][CH:34]=1.CC1(C)C2C(=C(P(C3C=CC=CC=3)C3C=CC=CC=3)C=CC=2)[O:84][C:66]2C(P(C3C=CC=CC=3)C3C=CC=CC=3)=CC=CC1=2.CO. Product: [CH3:66][O:84][C:52]([C:21]1[CH:22]=[CH:23][C:9]2[C@@:8]3([CH2:1][C:2]4[CH:3]=[CH:4][CH:5]=[CH:6][CH:7]=4)[CH2:18][CH2:17][C:16](=[O:19])[CH2:15][C@@H:14]3[CH2:13][CH2:12][CH2:11][C:10]=2[CH:20]=1)=[O:55].[CH3:66][O:84][C:21]([C:52]1[CH:53]=[CH:54][C:40]2[C@:39]3([CH2:32][C:33]4[CH:34]=[CH:35][CH:36]=[CH:37][CH:38]=4)[CH2:49][CH2:48][C:47](=[O:50])[CH2:46][C@H:45]3[CH2:44][CH2:43][CH2:42][C:41]=2[CH:51]=1)=[O:24]. The catalyst class is: 533. (2) Reactant: [OH:1][C:2]1[CH:7]=[CH:6][CH:5]=[CH:4][C:3]=1[C:8]1[NH:9][C:10]2[CH2:11][CH2:12][CH2:13][C:14]([CH3:20])([CH3:19])[C:15]=2[C:16](=[O:18])[N:17]=1.[H-].[Li+].[CH2:23](Br)[CH2:24][C:25]1[CH:30]=[CH:29][CH:28]=[CH:27][CH:26]=1.[CH3:32]N(C=O)C. Product: [CH3:19][C:14]1([CH3:20])[CH2:13][CH2:12][CH2:11][C:10]2[N:9]=[C:8]([C:3]3[CH:4]=[CH:5][CH:6]=[CH:7][C:2]=3[O:1][CH3:32])[N:17]([CH2:23][CH2:24][C:25]3[CH:30]=[CH:29][CH:28]=[CH:27][CH:26]=3)[C:16](=[O:18])[C:15]1=2. The catalyst class is: 25. (3) Reactant: [CH2:1]([O:3][C:4]([C:6]1[C:7](=[O:30])[C:8]2[C:13]([C:14]=1[C:15]1[CH:20]=[CH:19][CH:18]=[CH:17][CH:16]=1)=[CH:12][CH:11]=[C:10]([O:21][CH2:22][CH2:23][N:24]1[CH2:29][CH2:28][O:27][CH2:26][CH2:25]1)[CH:9]=2)=[O:5])[CH3:2].[C:31]1([Mg]Cl)[CH:36]=[CH:35][CH:34]=[CH:33][CH:32]=1. Product: [CH2:1]([O:3][C:4]([C:6]1[C:7]([OH:30])([C:31]2[CH:36]=[CH:35][CH:34]=[CH:33][CH:32]=2)[C:8]2[C:13]([C:14]=1[C:15]1[CH:20]=[CH:19][CH:18]=[CH:17][CH:16]=1)=[CH:12][CH:11]=[C:10]([O:21][CH2:22][CH2:23][N:24]1[CH2:29][CH2:28][O:27][CH2:26][CH2:25]1)[CH:9]=2)=[O:5])[CH3:2]. The catalyst class is: 1.